From a dataset of Catalyst prediction with 721,799 reactions and 888 catalyst types from USPTO. Predict which catalyst facilitates the given reaction. Reactant: [C:1]([O:5][C:6](=[O:23])[NH:7][C@@H:8]([C:16]1[CH:21]=[CH:20][C:19]([OH:22])=[CH:18][CH:17]=1)[C:9](=[O:15])[N:10]1[CH2:14][CH2:13][CH2:12][CH2:11]1)([CH3:4])([CH3:3])[CH3:2].Br[CH2:25][CH2:26][O:27][CH2:28][CH2:29][O:30][CH2:31][CH2:32][O:33][CH2:34][CH2:35][O:36][CH2:37][CH2:38][O:39][CH3:40].C(=O)([O-])[O-].[Na+].[Na+].ClCCl. Product: [C:1]([O:5][C:6](=[O:23])[NH:7][C@@H:8]([C:16]1[CH:21]=[CH:20][C:19]([O:22][CH2:25][CH2:26][O:27][CH2:28][CH2:29][O:30][CH2:31][CH2:32][O:33][CH2:34][CH2:35][O:36][CH2:37][CH2:38][O:39][CH3:40])=[CH:18][CH:17]=1)[C:9](=[O:15])[N:10]1[CH2:11][CH2:12][CH2:13][CH2:14]1)([CH3:4])([CH3:2])[CH3:3]. The catalyst class is: 21.